Dataset: Forward reaction prediction with 1.9M reactions from USPTO patents (1976-2016). Task: Predict the product of the given reaction. Given the reactants NC1[C:3]([O:12][CH3:13])=[C:4]([C:9](=[O:11])[CH3:10])[CH:5]=[C:6]([Br:8])[CH:7]=1.IC.C(=O)([O-])[O-].[K+].[K+].[CH3:22][N:23]([CH3:26])[CH:24]=O, predict the reaction product. The product is: [Br:8][C:6]1[CH:7]=[C:24]([N:23]([CH3:26])[CH3:22])[C:3]([O:12][CH3:13])=[C:4]([C:9](=[O:11])[CH3:10])[CH:5]=1.